This data is from Catalyst prediction with 721,799 reactions and 888 catalyst types from USPTO. The task is: Predict which catalyst facilitates the given reaction. (1) Reactant: C1(P(C2C=CC=CC=2)C2C=CC=CC=2)C=CC=CC=1.BrN1C(=O)CCC1=O.[Cl:28][C:29]1[CH:30]=[C:31]([C@@H:39]([CH2:43][CH:44]2[CH2:48][CH2:47][CH2:46][CH2:45]2)[C:40]([OH:42])=O)[CH:32]=[CH:33][C:34]=1[S:35]([CH3:38])(=[O:37])=[O:36].[NH2:49][C:50]1[S:51][CH:52]=[CH:53][N:54]=1.N1C=CC=CC=1. Product: [Cl:28][C:29]1[CH:30]=[C:31]([C@@H:39]([CH2:43][CH:44]2[CH2:48][CH2:47][CH2:46][CH2:45]2)[C:40]([NH:49][C:50]2[S:51][CH:52]=[CH:53][N:54]=2)=[O:42])[CH:32]=[CH:33][C:34]=1[S:35]([CH3:38])(=[O:36])=[O:37]. The catalyst class is: 34. (2) Reactant: [Br:1][C:2]1[CH:3]=[C:4](F)[C:5]([C:8]#[N:9])=[N:6][CH:7]=1.[CH3:11][CH:12]1[CH2:17][CH2:16][CH2:15][CH2:14][NH:13]1.CCN(C(C)C)C(C)C. Product: [Br:1][C:2]1[CH:3]=[C:4]([N:13]2[CH2:14][CH2:15][CH2:16][CH2:17][CH:12]2[CH3:11])[C:5]([C:8]#[N:9])=[N:6][CH:7]=1. The catalyst class is: 20. (3) Reactant: N=C=N.N1C2C(=CC=CC=2)C([CH2:13][C:14]2[CH:22]=[CH:21][C:17]([C:18]([OH:20])=O)=[CH:16][CH:15]=2)=C1.[CH:23]1[CH:24]=[CH:25][C:26]2N(O)N=[N:29][C:27]=2[CH:28]=1.[N:33]1([C@H:38]2[CH2:42][CH2:41][NH:40][CH2:39]2)[CH2:37][CH2:36][CH2:35][CH2:34]1.[CH3:43][C:44]#N. Product: [N:29]1([CH2:13][C:14]2[CH:15]=[CH:16][C:17]([C:18]([N:40]3[CH2:41][CH2:42][C@H:38]([N:33]4[CH2:37][CH2:36][CH2:35][CH2:34]4)[CH2:39]3)=[O:20])=[CH:21][CH:22]=2)[C:27]2[C:26](=[CH:25][CH:24]=[CH:23][CH:28]=2)[CH:44]=[CH:43]1. The catalyst class is: 66.